From a dataset of Full USPTO retrosynthesis dataset with 1.9M reactions from patents (1976-2016). Predict the reactants needed to synthesize the given product. (1) Given the product [O:7]1[CH2:8][CH2:9][O:10][C:5]2[CH:4]=[C:3]([CH2:2][C:13]#[N:14])[CH:12]=[CH:11][C:6]1=2, predict the reactants needed to synthesize it. The reactants are: Cl[CH2:2][C:3]1[CH:12]=[CH:11][C:6]2[O:7][CH2:8][CH2:9][O:10][C:5]=2[CH:4]=1.[C-:13]#[N:14].[Na+].O. (2) Given the product [CH3:1][N:2]([CH3:11])[C:3]1[CH:10]=[CH:9][C:6]([CH:7]=[N:13][OH:14])=[CH:5][CH:4]=1, predict the reactants needed to synthesize it. The reactants are: [CH3:1][N:2]([CH3:11])[C:3]1[CH:10]=[CH:9][C:6]([CH:7]=O)=[CH:5][CH:4]=1.Cl.[NH2:13][OH:14].C([O-])(=O)C.[Na+].O. (3) Given the product [CH3:1][O:2][C:3]([C:5]1[CH:6]=[C:7]([NH:12][C:24](=[O:25])[C:23]2[CH:27]=[CH:28][CH:29]=[C:21]([C:19]#[N:20])[CH:22]=2)[C:8]([NH2:11])=[CH:9][CH:10]=1)=[O:4], predict the reactants needed to synthesize it. The reactants are: [CH3:1][O:2][C:3]([C:5]1[CH:6]=[C:7]([NH2:12])[C:8]([NH2:11])=[CH:9][CH:10]=1)=[O:4].N1C=CC=CC=1.[C:19]([C:21]1[CH:22]=[C:23]([CH:27]=[CH:28][CH:29]=1)[C:24](Cl)=[O:25])#[N:20]. (4) Given the product [C:16]([O:15][C:13]([N:12]([CH2:20][C:21]([O:23][C:24]([CH3:27])([CH3:26])[CH3:25])=[O:22])[C:10]1[CH:9]=[CH:8][CH:7]=[C:6]([CH2:5][NH:4][S:41]([C:36]2[CH:37]=[CH:38][CH:39]=[CH:40][N:35]=2)(=[O:43])=[O:42])[N:11]=1)=[O:14])([CH3:19])([CH3:18])[CH3:17], predict the reactants needed to synthesize it. The reactants are: C(Cl)Cl.[NH2:4][CH2:5][C:6]1[N:11]=[C:10]([N:12]([CH2:20][C:21]([O:23][C:24]([CH3:27])([CH3:26])[CH3:25])=[O:22])[C:13]([O:15][C:16]([CH3:19])([CH3:18])[CH3:17])=[O:14])[CH:9]=[CH:8][CH:7]=1.C(N(CC)CC)C.[N:35]1[CH:40]=[CH:39][CH:38]=[CH:37][C:36]=1[S:41](Cl)(=[O:43])=[O:42].S([O-])(O)(=O)=O.[K+]. (5) The reactants are: [C:1]([O:5][C:6]([N:8]1[C:16](=[O:17])[C:15]2([CH3:18])[CH:10]([CH2:11][CH2:12][CH2:13][CH2:14]2)[CH2:9]1)=[O:7])([CH3:4])([CH3:3])[CH3:2].C([BH-](CC)CC)C.[Li+]. Given the product [C:1]([O:5][C:6]([N:8]1[CH:16]([OH:17])[C:15]2([CH3:18])[CH:10]([CH2:11][CH2:12][CH2:13][CH2:14]2)[CH2:9]1)=[O:7])([CH3:4])([CH3:2])[CH3:3], predict the reactants needed to synthesize it. (6) The reactants are: [Br:1][C:2]1[CH:11]=[CH:10][C:5]([C:6]([O:8]C)=O)=[CH:4][C:3]=1[CH3:12].[Cl-].[Na+].[CH2:15]([Mg]Br)[CH3:16].Cl.O1CC[CH2:22][CH2:21]1. Given the product [Br:1][C:2]1[CH:11]=[CH:10][C:5]([C:6]([OH:8])([CH2:15][CH3:16])[CH2:21][CH3:22])=[CH:4][C:3]=1[CH3:12], predict the reactants needed to synthesize it. (7) Given the product [Br:14][C:15]1[CH:20]=[CH:19][C:18]([O:21][CH2:3][C:2]([CH3:1])([OH:9])[CH2:4][OH:5])=[CH:17][CH:16]=1, predict the reactants needed to synthesize it. The reactants are: [CH3:1][C:2]([CH2:4][OH:5])=[CH2:3].OO.C(=O)([O-])[O-:9].[K+].[K+].[Br:14][C:15]1[CH:20]=[CH:19][C:18]([OH:21])=[CH:17][CH:16]=1. (8) Given the product [Br:44][C:45]1[CH:46]=[C:47]([C@H:51]([NH:53][C:36]([NH:20][C:19]2[CH:21]=[CH:22][C:16]([O:15][C:6]3[C:5]4[C:10](=[CH:11][C:12]([O:13][CH3:14])=[C:3]([O:2][CH3:1])[CH:4]=4)[N:9]=[CH:8][CH:7]=3)=[C:17]([CH3:24])[C:18]=2[CH3:23])=[O:42])[CH3:52])[CH:48]=[CH:49][CH:50]=1, predict the reactants needed to synthesize it. The reactants are: [CH3:1][O:2][C:3]1[CH:4]=[C:5]2[C:10](=[CH:11][C:12]=1[O:13][CH3:14])[N:9]=[CH:8][CH:7]=[C:6]2[O:15][C:16]1[CH:22]=[CH:21][C:19]([NH2:20])=[C:18]([CH3:23])[C:17]=1[CH3:24].C(N(CC)CC)C.ClC(Cl)(O[C:36](=[O:42])OC(Cl)(Cl)Cl)Cl.[Br:44][C:45]1[CH:46]=[C:47]([C@H:51]([NH2:53])[CH3:52])[CH:48]=[CH:49][CH:50]=1.